Dataset: Forward reaction prediction with 1.9M reactions from USPTO patents (1976-2016). Task: Predict the product of the given reaction. The product is: [CH2:8]([NH:15][C:21]1[C:20]2[C:25](=[CH:26][C:17]([Br:16])=[CH:18][CH:19]=2)[N:24]=[CH:23][C:22]=1[N+:27]([O-:29])=[O:28])[C:9]1[CH:14]=[CH:13][CH:12]=[CH:11][CH:10]=1. Given the reactants C(N(CC)CC)C.[CH2:8]([NH2:15])[C:9]1[CH:14]=[CH:13][CH:12]=[CH:11][CH:10]=1.[Br:16][C:17]1[CH:26]=[C:25]2[C:20]([C:21](Cl)=[C:22]([N+:27]([O-:29])=[O:28])[CH:23]=[N:24]2)=[CH:19][CH:18]=1.O, predict the reaction product.